Dataset: NCI-60 drug combinations with 297,098 pairs across 59 cell lines. Task: Regression. Given two drug SMILES strings and cell line genomic features, predict the synergy score measuring deviation from expected non-interaction effect. (1) Cell line: K-562. Drug 1: C1CC(=O)NC(=O)C1N2CC3=C(C2=O)C=CC=C3N. Synergy scores: CSS=32.2, Synergy_ZIP=-1.86, Synergy_Bliss=-5.32, Synergy_Loewe=-58.3, Synergy_HSA=-5.72. Drug 2: CC1=C2C(C(=O)C3(C(CC4C(C3C(C(C2(C)C)(CC1OC(=O)C(C(C5=CC=CC=C5)NC(=O)OC(C)(C)C)O)O)OC(=O)C6=CC=CC=C6)(CO4)OC(=O)C)O)C)O. (2) Drug 1: CC(C1=C(C=CC(=C1Cl)F)Cl)OC2=C(N=CC(=C2)C3=CN(N=C3)C4CCNCC4)N. Drug 2: COCCOC1=C(C=C2C(=C1)C(=NC=N2)NC3=CC=CC(=C3)C#C)OCCOC.Cl. Cell line: OVCAR-4. Synergy scores: CSS=4.64, Synergy_ZIP=2.80, Synergy_Bliss=4.96, Synergy_Loewe=3.84, Synergy_HSA=4.26. (3) Drug 1: C1=NNC2=C1C(=O)NC=N2. Drug 2: C1CCC(C(C1)N)N.C(=O)(C(=O)[O-])[O-].[Pt+4]. Cell line: SR. Synergy scores: CSS=55.3, Synergy_ZIP=-0.575, Synergy_Bliss=-0.876, Synergy_Loewe=-30.0, Synergy_HSA=-1.37. (4) Drug 1: CC1C(C(=O)NC(C(=O)N2CCCC2C(=O)N(CC(=O)N(C(C(=O)O1)C(C)C)C)C)C(C)C)NC(=O)C3=C4C(=C(C=C3)C)OC5=C(C(=O)C(=C(C5=N4)C(=O)NC6C(OC(=O)C(N(C(=O)CN(C(=O)C7CCCN7C(=O)C(NC6=O)C(C)C)C)C)C(C)C)C)N)C. Drug 2: CC1CCC2CC(C(=CC=CC=CC(CC(C(=O)C(C(C(=CC(C(=O)CC(OC(=O)C3CCCCN3C(=O)C(=O)C1(O2)O)C(C)CC4CCC(C(C4)OC)O)C)C)O)OC)C)C)C)OC. Cell line: A549. Synergy scores: CSS=-1.70, Synergy_ZIP=-1.49, Synergy_Bliss=-4.66, Synergy_Loewe=-5.44, Synergy_HSA=-5.35.